Dataset: Protein-peptide binding for MDM2, ACE2, and 12ca5 with 34 validated binders. Task: Binary Classification. Given protein and peptide amino acid sequences, predict whether they interact or not. (1) The protein target is MDM2 with sequence MCNTNMSVPTDGAVTTSQIPASEQETLVRPKPLLLKLLKSVGAQKDTYTMKEVLFYLGQYIMTKRLYDEKQQHIVYCSNDLLGDLFGVPSFSVKEHRKIYTMIYRNLVVVNQQESSDSGTSVSENRCHLEGGSDQKDLVQELQEEKPSSSHLVSRPSTSSRRRAISETEENSDELSGERQRKRHKSDSISLSFDESLALCVIREICCERSSSSESTGTPSNPDLDAGVSEHSGDWLDQDSVSDQFSVEFEVESLDSEDYSLSEEGQELSDEDDEVYQVTVYQAGESDTDSFEEDPEISLADYWKCTSCNEMNPPLPSHCNRCWALRENWLPEDKGKDKGEISEKAKLENSTQAEEGFDVPDCKKTIVNDSRESCVEENDDKITQASQSQESEDYSQPSTSSSIIYSSQEDVKEFEREETQDKEESVESSLPLNAIEPCVICQGRPKNGCIVHGKTGHLMACFTCAKKLKKRNKPCPVCRQPIQMIVLTYFP. The peptide is AAFAEYWAALAAK. (2) The protein target is MDM2 with sequence MCNTNMSVPTDGAVTTSQIPASEQETLVRPKPLLLKLLKSVGAQKDTYTMKEVLFYLGQYIMTKRLYDEKQQHIVYCSNDLLGDLFGVPSFSVKEHRKIYTMIYRNLVVVNQQESSDSGTSVSENRCHLEGGSDQKDLVQELQEEKPSSSHLVSRPSTSSRRRAISETEENSDELSGERQRKRHKSDSISLSFDESLALCVIREICCERSSSSESTGTPSNPDLDAGVSEHSGDWLDQDSVSDQFSVEFEVESLDSEDYSLSEEGQELSDEDDEVYQVTVYQAGESDTDSFEEDPEISLADYWKCTSCNEMNPPLPSHCNRCWALRENWLPEDKGKDKGEISEKAKLENSTQAEEGFDVPDCKKTIVNDSRESCVEENDDKITQASQSQESEDYSQPSTSSSIIYSSQEDVKEFEREETQDKEESVESSLPLNAIEPCVICQGRPKNGCIVHGKTGHLMACFTCAKKLKKRNKPCPVCRQPIQMIVLTYFP. The peptide is ASFAAAWAALAAK. (3) The protein target is MDM2 with sequence MCNTNMSVPTDGAVTTSQIPASEQETLVRPKPLLLKLLKSVGAQKDTYTMKEVLFYLGQYIMTKRLYDEKQQHIVYCSNDLLGDLFGVPSFSVKEHRKIYTMIYRNLVVVNQQESSDSGTSVSENRCHLEGGSDQKDLVQELQEEKPSSSHLVSRPSTSSRRRAISETEENSDELSGERQRKRHKSDSISLSFDESLALCVIREICCERSSSSESTGTPSNPDLDAGVSEHSGDWLDQDSVSDQFSVEFEVESLDSEDYSLSEEGQELSDEDDEVYQVTVYQAGESDTDSFEEDPEISLADYWKCTSCNEMNPPLPSHCNRCWALRENWLPEDKGKDKGEISEKAKLENSTQAEEGFDVPDCKKTIVNDSRESCVEENDDKITQASQSQESEDYSQPSTSSSIIYSSQEDVKEFEREETQDKEESVESSLPLNAIEPCVICQGRPKNGCIVHGKTGHLMACFTCAKKLKKRNKPCPVCRQPIQMIVLTYFP. The peptide is ASFAAYWNALSAK.